From a dataset of Peptide-MHC class I binding affinity with 185,985 pairs from IEDB/IMGT. Regression. Given a peptide amino acid sequence and an MHC pseudo amino acid sequence, predict their binding affinity value. This is MHC class I binding data. (1) The peptide sequence is ISESITKTL. The MHC is H-2-Db with pseudo-sequence H-2-Db. The binding affinity (normalized) is 0. (2) The peptide sequence is AVKFAEESYT. The MHC is HLA-A02:01 with pseudo-sequence HLA-A02:01. The binding affinity (normalized) is 0.171. (3) The peptide sequence is MELPTGVHA. The MHC is HLA-B45:01 with pseudo-sequence HLA-B45:01. The binding affinity (normalized) is 0.596. (4) The peptide sequence is NIYETEFFM. The MHC is HLA-B27:03 with pseudo-sequence HLA-B27:03. The binding affinity (normalized) is 0.0847. (5) The peptide sequence is VLSIMAFIL. The MHC is HLA-A02:01 with pseudo-sequence HLA-A02:01. The binding affinity (normalized) is 0.765.